Dataset: Reaction yield outcomes from USPTO patents with 853,638 reactions. Task: Predict the reaction yield, written as a fraction of the theoretical maximum amount of product (1.0 means a 100% yield; for example, 0.34 means a 34% yield). The reactants are [CH:1]([C:3]1[CH:4]=[C:5](CC(OC)=O)[CH:6]=[CH:7][CH:8]=1)=O.[CH3:14][C:15](=[N:19]O)[C:16](=[O:18])[CH3:17].[ClH:21].[C:22]([O:25][CH2:26][CH3:27])(=[O:24])[CH3:23]. The catalyst is C(OCC)C. The product is [Cl:21][CH2:14][C:15]1[N:19]=[C:1]([C:3]2[CH:4]=[C:5]([CH2:23][C:22]([O:25][CH2:26][CH3:27])=[O:24])[CH:6]=[CH:7][CH:8]=2)[O:18][C:16]=1[CH3:17]. The yield is 0.480.